From a dataset of Full USPTO retrosynthesis dataset with 1.9M reactions from patents (1976-2016). Predict the reactants needed to synthesize the given product. (1) Given the product [O:6]=[C:4]([CH3:5])[C:3](=[CH:22][C:17]1[C:16]2[C:15]3[C:10](=[CH:11][CH:12]=[CH:13][CH:14]=3)[C:9](=[O:8])[C:21]=2[CH:20]=[CH:19][CH:18]=1)[C:1]#[N:2], predict the reactants needed to synthesize it. The reactants are: [C:1]([CH:3]=[C:4]([O-:6])[CH3:5])#[N:2].[Na+].[O:8]=[C:9]1[C:21]2[CH:20]=[CH:19][CH:18]=[C:17]([CH:22]=O)[C:16]=2[C:15]2[C:10]1=[CH:11][CH:12]=[CH:13][CH:14]=2.C(O)(=O)C.N1CCCCC1. (2) Given the product [Cl:1][CH2:2][CH2:3][CH2:4][S:5]([O:8][CH2:9][C:10]([CH3:25])([CH3:26])[C@@H:11]([O:15][CH2:16][C:17]1[CH:18]=[CH:19][CH:20]=[CH:21][CH:22]=1)[C:12]([O:14][CH2:37][CH2:36][O:35][C:33]([CH:27]1[CH2:32][CH2:31][CH2:30][CH2:29][CH2:28]1)=[O:34])=[O:13])(=[O:6])=[O:7], predict the reactants needed to synthesize it. The reactants are: [Cl:1][CH2:2][CH2:3][CH2:4][S:5]([O:8][CH2:9][C:10]([CH3:26])([CH3:25])[C@@H:11]([O:15][CH2:16][C:17]1[CH:22]=[CH:21][C:20](OC)=[CH:19][CH:18]=1)[C:12]([OH:14])=[O:13])(=[O:7])=[O:6].[CH:27]1([C:33]([O:35][CH:36](Cl)[CH3:37])=[O:34])[CH2:32][CH2:31][CH2:30][CH2:29][CH2:28]1. (3) Given the product [CH2:1]([O:8][C:9]([N:11]([CH2:32][C:33]([N:35]1[CH2:39][C@@H:38]([F:40])[CH2:37][C@H:36]1[C:41]#[N:42])=[O:34])[C:12]12[CH2:17][CH2:16][C:15]([C:20]([NH:47][CH2:46][CH2:45][F:44])=[O:21])([CH2:18][CH2:19]1)[CH2:14][CH2:13]2)=[O:10])[C:2]1[CH:3]=[CH:4][CH:5]=[CH:6][CH:7]=1, predict the reactants needed to synthesize it. The reactants are: [CH2:1]([O:8][C:9]([N:11]([CH2:32][C:33]([N:35]1[CH2:39][C@@H:38]([F:40])[CH2:37][C@H:36]1[C:41]#[N:42])=[O:34])[C:12]12[CH2:19][CH2:18][C:15]([C:20](ON3C4C=CC=CC=4N=N3)=[O:21])([CH2:16][CH2:17]1)[CH2:14][CH2:13]2)=[O:10])[C:2]1[CH:7]=[CH:6][CH:5]=[CH:4][CH:3]=1.Cl.[F:44][CH2:45][CH2:46][NH2:47]. (4) Given the product [Br:18][C:19]1[C:20]([F:29])=[CH:21][CH:22]=[C:23]([N+:26]([O-:28])=[O:27])[C:24]=1[NH:11][C:12]1[CH:17]=[CH:16][CH:15]=[CH:14][CH:13]=1, predict the reactants needed to synthesize it. The reactants are: [Li+].C[Si]([N-][Si](C)(C)C)(C)C.[NH2:11][C:12]1[CH:17]=[CH:16][CH:15]=[CH:14][CH:13]=1.[Br:18][C:19]1[C:24](F)=[C:23]([N+:26]([O-:28])=[O:27])[CH:22]=[CH:21][C:20]=1[F:29]. (5) Given the product [Cl:23][C:9]1[C:8]2[CH:7]=[CH:6][C:5]([O:4][C:3]3[CH:16]=[CH:17][C:18]([F:20])=[CH:19][C:2]=3[F:1])=[N:14][C:13]=2[CH:12]=[N:11][N:10]=1, predict the reactants needed to synthesize it. The reactants are: [F:1][C:2]1[CH:19]=[C:18]([F:20])[CH:17]=[CH:16][C:3]=1[O:4][C:5]1[CH:6]=[CH:7][C:8]2[C:9](=O)[NH:10][N:11]=[CH:12][C:13]=2[N:14]=1.O=P(Cl)(Cl)[Cl:23].